Task: Predict which catalyst facilitates the given reaction.. Dataset: Catalyst prediction with 721,799 reactions and 888 catalyst types from USPTO (1) Product: [OH:1][C:2]1[CH:7]=[CH:6][C:5]([CH2:8][CH2:9][C:10]([O:12][CH2:13][CH3:14])=[O:11])=[C:4]([C:15]([F:16])([F:17])[F:18])[CH:3]=1. The catalyst class is: 349. Reactant: [OH:1][C:2]1[CH:7]=[CH:6][C:5](/[CH:8]=[CH:9]/[C:10]([O:12][CH2:13][CH3:14])=[O:11])=[C:4]([C:15]([F:18])([F:17])[F:16])[CH:3]=1.[H][H]. (2) Reactant: C1(C2C=CC=CC=2)C=CC=CC=1.C1(OC2C=CC=CC=2)C=CC=CC=1.[C:26]([C:28]1[CH:33]=[CH:32][C:31]([NH:34][CH:35]=[C:36]2[C:41](=[O:42])OC(C)(C)OC2=O)=[CH:30][CH:29]=1)#[N:27]. Product: [OH:42][C:41]1[C:30]2[C:31](=[CH:32][CH:33]=[C:28]([C:26]#[N:27])[CH:29]=2)[N:34]=[CH:35][CH:36]=1. The catalyst class is: 81.